From a dataset of Full USPTO retrosynthesis dataset with 1.9M reactions from patents (1976-2016). Predict the reactants needed to synthesize the given product. (1) Given the product [Br:30][CH2:8][CH:5]1[CH2:6][CH2:7][CH:3]([CH2:1][CH3:2])[CH2:4]1, predict the reactants needed to synthesize it. The reactants are: [CH2:1]([CH:3]1[CH2:7][CH2:6][CH:5]([CH2:8]O)[CH2:4]1)[CH3:2].C1(P(C2C=CC=CC=2)C2C=CC=CC=2)C=CC=CC=1.C(Br)(Br)(Br)[Br:30]. (2) The reactants are: [Cl:1][C:2]1[C:11]2[C:6](=[CH:7][CH:8]=[CH:9][CH:10]=2)[N:5]=[CH:4][C:3]=1[CH2:12]O.P(Br)(Br)[Br:15]. Given the product [Br:15][CH2:12][C:3]1[CH:4]=[N:5][C:6]2[C:11]([C:2]=1[Cl:1])=[CH:10][CH:9]=[CH:8][CH:7]=2, predict the reactants needed to synthesize it. (3) Given the product [CH2:17]([O:16][C:9]([C:22]1[N:19]=[CH:28][N:1]([C:2]2[CH:7]=[CH:6][C:5]([Cl:8])=[CH:4][N:3]=2)[CH:23]=1)=[O:13])[CH3:18], predict the reactants needed to synthesize it. The reactants are: [NH2:1][C:2]1[CH:7]=[CH:6][C:5]([Cl:8])=[CH:4][N:3]=1.[CH:9]([O:16][CH2:17][CH3:18])([O:13]CC)OCC.[N+:19]([CH2:22][C:23](OCC)=O)([O-])=O.[C:28](O)(=O)C. (4) Given the product [NH:2]1[C:6]2[CH:7]=[CH:8][CH:9]=[CH:10][C:5]=2[N:4]=[C:3]1[S:11]([CH2:12][C:13]1[N:18]=[C:17]([NH2:19])[CH:16]=[CH:15][CH:14]=1)=[O:46], predict the reactants needed to synthesize it. The reactants are: O.[NH:2]1[C:6]2[CH:7]=[CH:8][CH:9]=[CH:10][C:5]=2[N:4]=[C:3]1[S:11][CH2:12][C:13]1[N:18]=[C:17]([NH2:19])[CH:16]=[CH:15][CH:14]=1.[NH:2]1[C:6]2[CH:7]=[CH:8][CH:9]=[CH:10][C:5]=2[N:4]=[C:3]1[S:11][CH2:12][C:13]1[N:18]=[C:17]([NH2:19])[CH:16]=[CH:15][CH:14]=1.ClC1C=CC=C(C(OO)=[O:46])C=1.